This data is from Forward reaction prediction with 1.9M reactions from USPTO patents (1976-2016). The task is: Predict the product of the given reaction. (1) Given the reactants [NH:1]1[CH2:11][CH2:10][CH:4]([C:5]([O:7][CH2:8][CH3:9])=[O:6])[CH2:3][CH2:2]1.[CH2:12]([O:14][C:15]([N:17]1[CH2:23][CH2:22][CH2:21][C:20](=O)[CH2:19][CH2:18]1)=[O:16])[CH3:13].C(O)(=O)C, predict the reaction product. The product is: [CH2:8]([O:7][C:5]([CH:4]1[CH2:3][CH2:2][N:1]([CH:20]2[CH2:21][CH2:22][CH2:23][N:17]([C:15]([O:14][CH2:12][CH3:13])=[O:16])[CH2:18][CH2:19]2)[CH2:11][CH2:10]1)=[O:6])[CH3:9]. (2) Given the reactants [Br:1][C:2]1[C:3]([O:16][CH3:17])=[C:4]2[C:9](=[CH:10][CH:11]=1)[CH:8]([C:12]([O:14]C)=[O:13])[O:7][CH2:6][CH2:5]2.O[Li].O, predict the reaction product. The product is: [Br:1][C:2]1[C:3]([O:16][CH3:17])=[C:4]2[C:9](=[CH:10][CH:11]=1)[CH:8]([C:12]([OH:14])=[O:13])[O:7][CH2:6][CH2:5]2. (3) Given the reactants [CH3:1][C:2]1[C:3]([CH3:27])=[CH:4][C:5]2[N:14]([CH2:15][CH2:16][NH:17][CH2:18][CH2:19][CH2:20][C:21]([OH:23])=[O:22])[C:13]3[C:8]([C:9](=[O:25])[NH:10][C:11](=[O:24])[N:12]=3)=[N:7][C:6]=2[CH:26]=1.C(N(CC)CC)C.[C:35]([O:39][C:40](O[C:40]([O:39][C:35]([CH3:38])([CH3:37])[CH3:36])=[O:41])=[O:41])([CH3:38])([CH3:37])[CH3:36], predict the reaction product. The product is: [C:35]([O:39][C:40]([N:17]([CH2:16][CH2:15][N:14]1[C:13]2[C:8]([C:9](=[O:25])[NH:10][C:11](=[O:24])[N:12]=2)=[N:7][C:6]2[CH:26]=[C:2]([CH3:1])[C:3]([CH3:27])=[CH:4][C:5]1=2)[CH2:18][CH2:19][CH2:20][C:21]([OH:23])=[O:22])=[O:41])([CH3:38])([CH3:37])[CH3:36]. (4) The product is: [OH:30][CH2:29][C:28]1[C:27]([C:4]2[CH:5]=[C:6]([NH:9][C:10]3[CH:15]=[CH:14][C:13]([N:16]4[CH2:21][CH2:20][N:19]([CH:22]5[CH2:25][O:24][CH2:23]5)[CH2:18][C@@H:17]4[CH3:26])=[CH:12][N:11]=3)[C:7](=[O:8])[N:2]([CH3:1])[CH:3]=2)=[CH:34][CH:33]=[CH:32][C:31]=1[N:35]1[C:47](=[O:48])[C:46]2[S:45][C:44]3[CH2:43][CH2:42][CH2:41][CH2:40][C:39]=3[C:38]=2[CH:37]=[N:36]1. Given the reactants [CH3:1][N:2]1[C:7](=[O:8])[C:6]([NH:9][C:10]2[CH:15]=[CH:14][C:13]([N:16]3[CH2:21][CH2:20][N:19]([CH:22]4[CH2:25][O:24][CH2:23]4)[CH2:18][C@@H:17]3[CH3:26])=[CH:12][N:11]=2)=[CH:5][C:4]([C:27]2[CH:34]=[CH:33][CH:32]=[C:31]([N:35]3[C:47](=[O:48])[C:46]4[S:45][C:44]5[CH2:43][CH2:42][CH2:41][CH2:40][C:39]=5[C:38]=4[CH:37]=[N:36]3)[C:28]=2[CH:29]=[O:30])=[CH:3]1.[BH4-].[Na+], predict the reaction product. (5) Given the reactants [Cl:1][C:2]1[CH:3]=[CH:4][C:5]([O:22][CH2:23][C:24]2[CH:29]=[CH:28][C:27]([Cl:30])=[CH:26][C:25]=2[F:31])=[C:6]([CH:21]=1)[CH2:7][N:8]1[C:17]2[CH:16]=[CH:15][CH:14]=[C:13]([C:18](O)=[O:19])[C:12]=2[CH2:11][CH2:10][CH2:9]1.C1CCN2C(=NCCC2)CC1.[CH3:43][N:44]([CH3:49])[S:45]([NH2:48])(=[O:47])=[O:46], predict the reaction product. The product is: [Cl:1][C:2]1[CH:3]=[CH:4][C:5]([O:22][CH2:23][C:24]2[CH:29]=[CH:28][C:27]([Cl:30])=[CH:26][C:25]=2[F:31])=[C:6]([CH:21]=1)[CH2:7][N:8]1[C:17]2[CH:16]=[CH:15][CH:14]=[C:13]([C:18]([NH:48][S:45]([N:44]([CH3:49])[CH3:43])(=[O:47])=[O:46])=[O:19])[C:12]=2[CH2:11][CH2:10][CH2:9]1. (6) The product is: [NH:1]([C:3](=[O:24])[C:4]([NH:6][C:7]1[CH:8]=[CH:9][C:10]([S:38]([CH2:35][CH2:34][CH3:33])(=[O:40])=[O:39])=[CH:11][CH:12]=1)=[O:5])[NH2:2]. Given the reactants [NH:1]([C:3](=[O:24])[C:4]([NH:6][C:7]1[CH:12]=[CH:11][C:10]([C@H]2CC[C@H](CC(OC)=O)CC2)=[CH:9][CH:8]=1)=[O:5])[NH2:2].O=C(NC1C=C[C:35]([S:38](CCC)(=[O:40])=[O:39])=[CH:34][CH:33]=1)C(OC)=O, predict the reaction product.